From a dataset of Catalyst prediction with 721,799 reactions and 888 catalyst types from USPTO. Predict which catalyst facilitates the given reaction. (1) Reactant: [OH:1][C:2]1([CH2:20][CH2:21]O)[CH2:7][CH2:6][N:5]([C:8]2[CH:15]=[CH:14][C:11]([C:12]#[N:13])=[C:10]([C:16]([F:19])([F:18])[F:17])[CH:9]=2)[CH2:4][CH2:3]1.C(=O)([O-])[O-].[K+].[K+].C1(P(C2C=CC=CC=2)C2C=CC=CC=2)C=CC=CC=1.C(Br)(Br)(Br)[Br:49]. Product: [Br:49][CH2:21][CH2:20][C:2]1([OH:1])[CH2:7][CH2:6][N:5]([C:8]2[CH:15]=[CH:14][C:11]([C:12]#[N:13])=[C:10]([C:16]([F:19])([F:18])[F:17])[CH:9]=2)[CH2:4][CH2:3]1. The catalyst class is: 4. (2) Reactant: [H-].[Na+].[Cl:3][C:4]1[CH:9]=[CH:8][CH:7]=[C:6]([Cl:10])[C:5]=1[C:11]1[NH:12][C:13]([C:22]2[CH:27]=[CH:26][C:25]([CH3:28])=[CH:24][CH:23]=2)=[C:14]([C:16]2[CH:21]=[CH:20][N:19]=[CH:18][CH:17]=2)[N:15]=1.CI.[C:31](OCC)(=O)C. Product: [Cl:10][C:6]1[CH:7]=[CH:8][CH:9]=[C:4]([Cl:3])[C:5]=1[C:11]1[N:12]([CH3:31])[C:13]([C:22]2[CH:23]=[CH:24][C:25]([CH3:28])=[CH:26][CH:27]=2)=[C:14]([C:16]2[CH:21]=[CH:20][N:19]=[CH:18][CH:17]=2)[N:15]=1. The catalyst class is: 3. (3) Reactant: Cl.[CH2:2]([N:9]1[CH:17]=[C:16]2[C:11]([CH:12]=[C:13]([C:18]3[CH:19]=[C:20]([CH:28]4[CH2:33][CH2:32][CH2:31][NH:30][CH2:29]4)[N:21]4[C:26]=3[C:25]([NH2:27])=[N:24][CH:23]=[N:22]4)[CH:14]=[CH:15]2)=[N:10]1)[C:3]1[CH:8]=[CH:7][CH:6]=[CH:5][CH:4]=1.[CH3:34][S:35](Cl)(=[O:37])=[O:36].C(N(CC)C(C)C)(C)C. Product: [CH2:2]([N:9]1[CH:17]=[C:16]2[C:11]([CH:12]=[C:13]([C:18]3[CH:19]=[C:20]([CH:28]4[CH2:33][CH2:32][CH2:31][N:30]([S:35]([CH3:34])(=[O:37])=[O:36])[CH2:29]4)[N:21]4[C:26]=3[C:25]([NH2:27])=[N:24][CH:23]=[N:22]4)[CH:14]=[CH:15]2)=[N:10]1)[C:3]1[CH:4]=[CH:5][CH:6]=[CH:7][CH:8]=1. The catalyst class is: 3. (4) Reactant: [Br:1][C:2]1[C:11]2[C:6](=[CH:7][CH:8]=[CH:9][C:10]=2[C:12]([F:15])([F:14])[F:13])[N:5]=[C:4]([CH2:16]O)[CH:3]=1.[Br:18]N1C(=O)CCC1=O.N(C(C)(C)C#N)=NC(C)(C)C#N. Product: [Br:1][C:2]1[C:11]2[C:6](=[CH:7][CH:8]=[CH:9][C:10]=2[C:12]([F:15])([F:14])[F:13])[N:5]=[C:4]([CH2:16][Br:18])[CH:3]=1. The catalyst class is: 53. (5) Reactant: [OH:1][CH2:2][C@@H:3]([NH:10][C:11](=[O:17])[O:12][C:13]([CH3:16])([CH3:15])[CH3:14])[C:4]1[CH:9]=[CH:8][CH:7]=[CH:6][CH:5]=1.[CH3:18][S:19](Cl)(=[O:21])=[O:20]. Product: [CH3:18][S:19]([O:1][CH2:2][C@@H:3]([NH:10][C:11]([O:12][C:13]([CH3:14])([CH3:16])[CH3:15])=[O:17])[C:4]1[CH:9]=[CH:8][CH:7]=[CH:6][CH:5]=1)(=[O:21])=[O:20]. The catalyst class is: 2. (6) Reactant: Cl.[CH3:2][O:3][C:4]([C:6]1([NH2:12])[CH2:11][CH2:10][CH2:9][CH2:8][CH2:7]1)=[O:5].C(N(CC)C(C)C)(C)C.[CH2:22]([O:26][C:27]1[CH:32]=[CH:31][C:30]([S:33](Cl)(=[O:35])=[O:34])=[CH:29][CH:28]=1)[C:23]#[C:24][CH3:25]. Product: [CH2:22]([O:26][C:27]1[CH:32]=[CH:31][C:30]([S:33]([NH:12][C:6]2([C:4]([O:3][CH3:2])=[O:5])[CH2:7][CH2:8][CH2:9][CH2:10][CH2:11]2)(=[O:35])=[O:34])=[CH:29][CH:28]=1)[C:23]#[C:24][CH3:25]. The catalyst class is: 643. (7) Reactant: [Na].[C:2]1([C:8]([C:16]2[CH:21]=[CH:20][CH:19]=[CH:18][CH:17]=2)([C:10]2[CH:15]=[CH:14][CH:13]=[CH:12][CH:11]=2)[SH:9])[CH:7]=[CH:6][CH:5]=[CH:4][CH:3]=1.[CH2:22](Br)[CH:23]=[CH2:24]. Product: [CH2:24]([S:9][C:8]([C:2]1[CH:3]=[CH:4][CH:5]=[CH:6][CH:7]=1)([C:10]1[CH:11]=[CH:12][CH:13]=[CH:14][CH:15]=1)[C:16]1[CH:17]=[CH:18][CH:19]=[CH:20][CH:21]=1)[CH:23]=[CH2:22]. The catalyst class is: 5. (8) Reactant: O[C:2]1[CH:26]=[C:25]([N+:27]([O-:29])=[O:28])[CH:24]=[CH:23][C:3]=1[NH:4][C:5]([C:7]1[CH:22]=[CH:21][C:10]2[N:11]([CH:15]3[CH2:20][CH2:19][O:18][CH2:17][CH2:16]3)[C:12]([CH3:14])=[N:13][C:9]=2[CH:8]=1)=[O:6].O.C1(C)C=CC(S(O)(=O)=O)=CC=1. Product: [CH3:14][C:12]1[N:11]([CH:15]2[CH2:16][CH2:17][O:18][CH2:19][CH2:20]2)[C:10]2[CH:21]=[CH:22][C:7]([C:5]3[O:6][C:2]4[CH:26]=[C:25]([N+:27]([O-:29])=[O:28])[CH:24]=[CH:23][C:3]=4[N:4]=3)=[CH:8][C:9]=2[N:13]=1. The catalyst class is: 11.